Task: Regression. Given a peptide amino acid sequence and an MHC pseudo amino acid sequence, predict their binding affinity value. This is MHC class II binding data.. Dataset: Peptide-MHC class II binding affinity with 134,281 pairs from IEDB (1) The peptide sequence is TPEKEEPTAAPAEPE. The MHC is DRB1_0301 with pseudo-sequence DRB1_0301. The binding affinity (normalized) is 0. (2) The peptide sequence is IKGTAPFETHANRIV. The MHC is HLA-DQA10401-DQB10402 with pseudo-sequence HLA-DQA10401-DQB10402. The binding affinity (normalized) is 0.0839. (3) The MHC is HLA-DQA10501-DQB10201 with pseudo-sequence HLA-DQA10501-DQB10201. The peptide sequence is GEFFWDANDIYRIFA. The binding affinity (normalized) is 0.642. (4) The peptide sequence is DDIKATYDKGILTVSVAVSE. The MHC is DRB1_1501 with pseudo-sequence DRB1_1501. The binding affinity (normalized) is 0. (5) The peptide sequence is PDLPYDYGALEPAIS. The MHC is HLA-DPA10201-DPB11401 with pseudo-sequence HLA-DPA10201-DPB11401. The binding affinity (normalized) is 0.250. (6) The peptide sequence is LDAAYKLAYKTAEGA. The MHC is DRB1_0301 with pseudo-sequence DRB1_0301. The binding affinity (normalized) is 0.338.